Dataset: Reaction yield outcomes from USPTO patents with 853,638 reactions. Task: Predict the reaction yield, written as a fraction of the theoretical maximum amount of product (1.0 means a 100% yield; for example, 0.34 means a 34% yield). (1) The reactants are [NH2:1][C:2]([C:4]1[CH:5]=[N:6][C:7]2[C:12]([C:13]=1[NH:14][C:15]1[CH:16]=[C:17]([CH:23]=[CH:24][CH:25]=1)[C:18]([O:20]CC)=[O:19])=[CH:11][CH:10]=[C:9](Br)[CH:8]=2)=[O:3].B1(B2OC(C)(C)C(C)(C)O2)OC(C)(C)C(C)(C)O1.C([O-])(=O)C.[K+].Br[C:51]1[C:52]([CH3:59])=[N:53][N:54]([CH3:58])[C:55]=1[CH2:56][OH:57].C(=O)(O)[O-].[Na+].[OH-].[Na+]. The catalyst is O1CCOCC1.C(O)C.C1C=CC([P]([Pd]([P](C2C=CC=CC=2)(C2C=CC=CC=2)C2C=CC=CC=2)([P](C2C=CC=CC=2)(C2C=CC=CC=2)C2C=CC=CC=2)[P](C2C=CC=CC=2)(C2C=CC=CC=2)C2C=CC=CC=2)(C2C=CC=CC=2)C2C=CC=CC=2)=CC=1. The product is [NH2:1][C:2]([C:4]1[CH:5]=[N:6][C:7]2[C:12]([C:13]=1[NH:14][C:15]1[CH:16]=[C:17]([CH:23]=[CH:24][CH:25]=1)[C:18]([OH:20])=[O:19])=[CH:11][CH:10]=[C:9]([C:51]1[C:52]([CH3:59])=[N:53][N:54]([CH3:58])[C:55]=1[CH2:56][OH:57])[CH:8]=2)=[O:3]. The yield is 0.180. (2) The reactants are [CH2:1]([C:5]1[N:6]=[C:7]([CH2:27][CH:28]2[CH2:30][CH2:29]2)[NH:8][C:9](=[O:26])[C:10]=1[CH2:11][C:12]1[CH:17]=[CH:16][C:15]([C:18]2[C:19]([C:24]#[N:25])=[CH:20][CH:21]=[CH:22][CH:23]=2)=[CH:14][CH:13]=1)[CH2:2][CH2:3][CH3:4].[O:31]1[C:35]2[CH:36]=[CH:37][C:38](B(O)O)=[CH:39][C:34]=2[CH2:33][CH2:32]1.N1C=CC=CC=1.C(N(CC)CC)C. The catalyst is C(OCC)(=O)C.C([O-])(=O)C.[Cu+2].C([O-])(=O)C.ClCCl. The product is [CH2:1]([C:5]1[N:6]=[C:7]([CH2:27][CH:28]2[CH2:29][CH2:30]2)[N:8]([C:38]2[CH:37]=[CH:36][C:35]3[O:31][CH2:32][CH2:33][C:34]=3[CH:39]=2)[C:9](=[O:26])[C:10]=1[CH2:11][C:12]1[CH:17]=[CH:16][C:15]([C:18]2[C:19]([C:24]#[N:25])=[CH:20][CH:21]=[CH:22][CH:23]=2)=[CH:14][CH:13]=1)[CH2:2][CH2:3][CH3:4]. The yield is 0.760. (3) The reactants are CN(C(ON1N=NC2C=CC=NC1=2)=[N+](C)C)C.F[P-](F)(F)(F)(F)F.[Cl:25][C:26]1[CH:31]=[C:30]([NH:32][C:33]2[C:42]3[C:37](=[CH:38][CH:39]=[CH:40][C:41]=3[O:43][CH2:44][C@H:45]3[CH2:49][CH2:48][CH2:47][NH:46]3)[N:36]=[CH:35][N:34]=2)[CH:29]=[CH:28][C:27]=1[OH:50].[CH3:51][N:52]([CH3:57])[CH2:53][C:54](O)=[O:55]. The catalyst is CN(C=O)C. The product is [Cl:25][C:26]1[CH:31]=[C:30]([NH:32][C:33]2[C:42]3[C:37](=[CH:38][CH:39]=[CH:40][C:41]=3[O:43][CH2:44][C@H:45]3[CH2:49][CH2:48][CH2:47][N:46]3[C:54](=[O:55])[CH2:53][N:52]([CH3:57])[CH3:51])[N:36]=[CH:35][N:34]=2)[CH:29]=[CH:28][C:27]=1[OH:50]. The yield is 0.440. (4) The product is [CH2:1]([C:5]1=[CH:6][N:7]([C:22]([CH3:25])([CH3:24])[CH3:23])[S:8]/[C:9]/1=[N:10]\[C:11]([C:12]1[CH:17]=[C:16]([Cl:18])[CH:15]=[CH:14][C:13]=1[O:19][CH3:20])=[S:27])[CH2:2][CH2:3][CH3:4]. The reactants are [CH2:1]([C:5]1=[CH:6][N:7]([C:22]([CH3:25])([CH3:24])[CH3:23])[S:8]/[C:9]/1=[N:10]\[C:11](=O)[C:12]1[CH:17]=[C:16]([Cl:18])[CH:15]=[CH:14][C:13]=1[O:19][CH3:20])[CH2:2][CH2:3][CH3:4].P12(SP3(SP(SP(S3)(S1)=S)(=S)S2)=S)=[S:27]. The catalyst is C1(C)C=CC=CC=1. The yield is 0.340. (5) The reactants are [CH3:1][C:2]1[CH:11]=[C:10]([CH3:12])[CH:9]=[C:8]2[C:3]=1[CH2:4][CH2:5][CH2:6][C:7]2=[N:13]O. The catalyst is N.[Ni]. The product is [CH3:1][C:2]1[CH:11]=[C:10]([CH3:12])[CH:9]=[C:8]2[C:3]=1[CH2:4][CH2:5][CH2:6][CH:7]2[NH2:13]. The yield is 0.930. (6) The reactants are [H-].[Na+].[OH:3][C:4]1[CH:9]=[CH:8][N:7]=[CH:6][CH:5]=1.Br[CH2:11][CH2:12][O:13][C:14](=[O:16])[CH3:15]. The catalyst is CN(C=O)C. The product is [CH2:12]([O:13][C:14](=[O:16])[CH2:15][O:3][C:4]1[CH:9]=[CH:8][N:7]=[CH:6][CH:5]=1)[CH3:11]. The yield is 0.0940.